Predict which catalyst facilitates the given reaction. From a dataset of Catalyst prediction with 721,799 reactions and 888 catalyst types from USPTO. Reactant: [CH3:1][C:2]1[C:10]2[C:5](=[N:6][CH:7]=[C:8]([C:11]3[CH:12]=[C:13]([CH:15]=[CH:16][CH:17]=3)[NH2:14])[CH:9]=2)[NH:4][CH:3]=1.C(N(CC)CC)C.C(P1(=O)OP(CCC)(=O)OP([CH2:39][CH2:40][CH3:41])(=O)O1)CC.[C:43](OCC)(=[O:45])[CH3:44]. Product: [CH3:1][C:2]1[C:10]2[C:5](=[N:6][CH:7]=[C:8]([C:11]3[CH:12]=[C:13]([NH:14][C:43](=[O:45])[C:44]#[C:39][CH2:40][CH3:41])[CH:15]=[CH:16][CH:17]=3)[CH:9]=2)[NH:4][CH:3]=1. The catalyst class is: 10.